This data is from Reaction yield outcomes from USPTO patents with 853,638 reactions. The task is: Predict the reaction yield, written as a fraction of the theoretical maximum amount of product (1.0 means a 100% yield; for example, 0.34 means a 34% yield). (1) The reactants are [O:1]([C:3]1[CH:4]=[C:5]([CH:7]=[C:8]([O:10][CH3:11])[CH:9]=1)[NH2:6])[CH3:2].[C:12]1([CH3:22])[CH:17]=[CH:16][C:15]([S:18](Cl)(=[O:20])=[O:19])=[CH:14][CH:13]=1.ClCCl. The product is [CH3:2][O:1][C:3]1[CH:4]=[C:5]([NH:6][S:18]([C:15]2[CH:16]=[CH:17][C:12]([CH3:22])=[CH:13][CH:14]=2)(=[O:20])=[O:19])[CH:7]=[C:8]([O:10][CH3:11])[CH:9]=1. The catalyst is N1C=CC=CC=1. The yield is 0.890. (2) The reactants are C([O:8][CH2:9][CH2:10][O:11][C:12]([N:14]1[C:23]2[C:18](=[N:19][C:20]([C:24]([F:27])([F:26])[F:25])=[CH:21][CH:22]=2)[C@@H:17]([N:28]([CH2:35][C:36]2[CH:41]=[C:40]([C:42]([F:45])([F:44])[F:43])[CH:39]=[C:38]([C:46]([F:49])([F:48])[F:47])[CH:37]=2)[C:29]2[N:30]=[N:31][N:32]([CH3:34])[N:33]=2)[CH2:16][C@H:15]1[CH2:50][CH3:51])=[O:13])C1C=CC=CC=1. The catalyst is CO.[Pd]. The product is [OH:8][CH2:9][CH2:10][O:11][C:12]([N:14]1[C:23]2[C:18](=[N:19][C:20]([C:24]([F:27])([F:26])[F:25])=[CH:21][CH:22]=2)[C@@H:17]([N:28]([CH2:35][C:36]2[CH:41]=[C:40]([C:42]([F:45])([F:43])[F:44])[CH:39]=[C:38]([C:46]([F:49])([F:48])[F:47])[CH:37]=2)[C:29]2[N:30]=[N:31][N:32]([CH3:34])[N:33]=2)[CH2:16][C@H:15]1[CH2:50][CH3:51])=[O:13]. The yield is 0.750. (3) The reactants are [OH:1][CH:2]1[CH2:7][CH2:6][CH2:5][N:4]([C:8]([O:10][C:11]([CH3:14])([CH3:13])[CH3:12])=[O:9])[CH2:3]1.[O:15]1[CH2:19][CH2:18]OC1=O. The catalyst is [Br-].C([N+](CCCC)(CCCC)CCCC)CCC.O. The product is [OH:15][CH2:19][CH2:18][O:1][CH:2]1[CH2:7][CH2:6][CH2:5][N:4]([C:8]([O:10][C:11]([CH3:14])([CH3:13])[CH3:12])=[O:9])[CH2:3]1. The yield is 0.201. (4) The product is [CH3:2][N:3]([CH3:20])[C:4]1([C:14]2[CH:15]=[CH:16][CH:17]=[CH:18][CH:19]=2)[CH2:13][CH2:12][C:7](=[O:8])[CH2:6][CH2:5]1. The catalyst is Cl. The reactants are Cl.[CH3:2][N:3]([CH3:20])[C:4]1([C:14]2[CH:19]=[CH:18][CH:17]=[CH:16][CH:15]=2)[CH2:13][CH2:12][C:7]2(OCC[O:8]2)[CH2:6][CH2:5]1. The yield is 0.970. (5) The reactants are [CH3:1][O:2][C:3]1[C:8]([CH2:9][NH2:10])=[CH:7][CH:6]=[C:5]([C:11]([F:14])([F:13])[F:12])[N:4]=1.C1N=CN([C:20](N2C=NC=C2)=[O:21])C=1.[NH2:27][C:28]1[C:33]2[O:34][CH2:35][C:36](=[O:38])[NH:37][C:32]=2[CH:31]=[CH:30][CH:29]=1. The catalyst is C1COCC1.CN(C=O)C. The product is [CH3:1][O:2][C:3]1[C:8]([CH2:9][NH:10][C:20]([NH:27][C:28]2[C:33]3[O:34][CH2:35][C:36](=[O:38])[NH:37][C:32]=3[CH:31]=[CH:30][CH:29]=2)=[O:21])=[CH:7][CH:6]=[C:5]([C:11]([F:14])([F:12])[F:13])[N:4]=1. The yield is 0.140. (6) The reactants are [NH2:1][C:2]1[N:10]=[C:9]2[C:5]([N:6]=[CH:7][N:8]2[C@@H:11]2[O:15][C@H:14]([CH2:16][OH:17])[C@@H:13]([OH:18])[C@:12]2([F:20])[CH3:19])=[C:4]([N:21]2[CH2:24][CH2:23][CH2:22]2)[N:3]=1.N1C=NN=N1.C(#N)C.C(N([CH:40]([O:48][P:49](N)[O-:50])N(C(C)C)C(C)C)C(C)C)(C)C. The catalyst is N1C=CC=CC=1. The product is [P:49]([OH:50])([OH:15])[OH:48].[N:21]1([C:4]2[N:3]=[C:2]([NH2:1])[N:10]=[C:9]3[C:5]=2[N:6]=[CH:7][N:8]3[C@@H:11]2[O:15][C@H:14]3[C@@H:13]([O:18][P:49]([O:48][CH3:40])[O:17][CH2:16]3)[C@:12]2([F:20])[CH3:19])[CH2:24][CH2:23][CH2:22]1. The yield is 0.120. (7) The reactants are [CH3:1][C@@H:2]1[C@H:36]([OH:37])[C@@H:35]([CH3:38])[C@@H:34]([OH:39])[C@@H:33]([CH3:40])[C@H:32]([O:41][C:42]([CH3:44])=[O:43])[C@H:31]([CH3:45])[C@@H:30]([O:46][CH3:47])[CH:29]=[CH:28][O:27][C@:24]2([CH3:48])[C:25](=[O:26])[C:14]3[C:15]([O:23]2)=[C:16]([CH3:22])[C:17]([OH:21])=[C:18]2[C:19](=[O:20])[C:10](=[CH:11][C:12]4(OC(=O)CO4)[C:13]=32)[NH:9][C:7](=[O:8])[C:6]([CH3:54])=[CH:5][CH:4]=[CH:3]1.[NH2:55][C:56]1[CH:61]=[C:60]([CH3:62])[CH:59]=[CH:58][N:57]=1.O=C1O[C@H]([C@H](CO)O)C(O)=C1O.Cl. The catalyst is CC(CC(C)C)=O.O. The product is [CH3:62][C:60]1[CH:59]=[CH:58][N:57]2[C:11]3[C:10]4[NH:9][C:7](=[O:8])[C:6]([CH3:54])=[CH:5][CH:4]=[CH:3][C@H:2]([CH3:1])[C@H:36]([OH:37])[C@@H:35]([CH3:38])[C@@H:34]([OH:39])[C@@H:33]([CH3:40])[C@H:32]([O:41][C:42]([CH3:44])=[O:43])[C@H:31]([CH3:45])[C@@H:30]([O:46][CH3:47])[CH:29]=[CH:28][O:27][C@:24]5([CH3:48])[C:25](=[O:26])[C:14]6=[C:15]([O:23]5)[C:16]([CH3:22])=[C:17]([OH:21])[C:18](=[C:13]6[C:12]=3[N:55]=[C:56]2[CH:61]=1)[C:19]=4[OH:20]. The yield is 0.677. (8) The reactants are [F:1][C:2]1[CH:3]=[C:4]([C:10]2[C:15]([C:16]3[CH:21]=[CH:20][C:19]([O:22][CH3:23])=[CH:18][CH:17]=3)=[N:14][NH:13][C:12](=[O:24])[CH:11]=2)[CH:5]=[CH:6][C:7]=1[O:8][CH3:9].[Cl:25][C:26]1[CH:35]=[CH:34][C:29]([CH:30]=[CH:31][CH2:32]Cl)=[CH:28][CH:27]=1. No catalyst specified. The product is [Cl:25][C:26]1[CH:35]=[CH:34][C:29]([CH:30]=[CH:31][CH2:32][N:13]2[C:12](=[O:24])[CH:11]=[C:10]([C:4]3[CH:5]=[CH:6][C:7]([O:8][CH3:9])=[C:2]([F:1])[CH:3]=3)[C:15]([C:16]3[CH:17]=[CH:18][C:19]([O:22][CH3:23])=[CH:20][CH:21]=3)=[N:14]2)=[CH:28][CH:27]=1. The yield is 0.587. (9) The reactants are [O:1]=[C:2]1[C:7]([CH2:8][C:9]2[CH:14]=[CH:13][C:12]([C:15]3[C:16]([C:21]#[N:22])=[CH:17][CH:18]=[CH:19][CH:20]=3)=[CH:11][CH:10]=2)=[C:6]([CH2:23][CH2:24][CH3:25])[N:5]2[N:26]=[CH:27][N:28]=[C:4]2[N:3]1[CH:29]1[CH2:34][CH2:33][C:32](=O)[CH2:31][CH2:30]1.[NH:36]1[CH2:41][CH2:40][O:39][CH2:38][CH2:37]1.C([BH3-])#N.[Na+].O. The catalyst is C(O)(=O)C. The product is [N:36]1([CH:32]2[CH2:31][CH2:30][CH:29]([N:3]3[C:2](=[O:1])[C:7]([CH2:8][C:9]4[CH:10]=[CH:11][C:12]([C:15]5[C:16]([C:21]#[N:22])=[CH:17][CH:18]=[CH:19][CH:20]=5)=[CH:13][CH:14]=4)=[C:6]([CH2:23][CH2:24][CH3:25])[N:5]4[N:26]=[CH:27][N:28]=[C:4]34)[CH2:34][CH2:33]2)[CH2:41][CH2:40][O:39][CH2:38][CH2:37]1. The yield is 0.350.